Predict the reaction yield, written as a fraction of the theoretical maximum amount of product (1.0 means a 100% yield; for example, 0.34 means a 34% yield). From a dataset of Reaction yield outcomes from USPTO patents with 853,638 reactions. (1) The reactants are [CH2:1]([O:3][CH:4]([C:11]1[CH:16]=[CH:15][C:14]([OH:17])=[CH:13][CH:12]=1)[CH2:5][C:6]([O:8][CH2:9][CH3:10])=[O:7])[CH3:2].[Cl:18][C:19]1[CH:20]=[C:21]([C@@H:25](O)[CH3:26])[CH:22]=[CH:23][CH:24]=1.C1(P(C2C=CC=CC=2)C2C=CC=CC=2)C=CC=CC=1.C1(C)C=CC=CC=1.N(C(OCC)=O)=NC(OCC)=O. The catalyst is O1CCCC1. The product is [Cl:18][C:19]1[CH:20]=[C:21]([C@H:25]([O:17][C:14]2[CH:13]=[CH:12][C:11]([CH:4]([O:3][CH2:1][CH3:2])[CH2:5][C:6]([O:8][CH2:9][CH3:10])=[O:7])=[CH:16][CH:15]=2)[CH3:26])[CH:22]=[CH:23][CH:24]=1. The yield is 0.900. (2) The reactants are [NH2:1][C:2]1[CH:3]=[C:4]([CH:21]=[CH:22][C:23]=1[CH3:24])[O:5][C:6]1[CH:7]=[CH:8][C:9]2[N:10]([CH:12]=[C:13]([NH:15][C:16]([CH:18]3[CH2:20][CH2:19]3)=[O:17])[N:14]=2)[N:11]=1.[CH3:25][N:26]1[CH:30]=[C:29]([CH3:31])[C:28]([C:32](O)=[O:33])=[N:27]1.S(Cl)(Cl)=O. The catalyst is CN(C)C=O.CN(C)C(=O)C. The product is [CH:18]1([C:16]([NH:15][C:13]2[N:14]=[C:9]3[CH:8]=[CH:7][C:6]([O:5][C:4]4[CH:21]=[CH:22][C:23]([CH3:24])=[C:2]([NH:1][C:32]([C:28]5[C:29]([CH3:31])=[CH:30][N:26]([CH3:25])[N:27]=5)=[O:33])[CH:3]=4)=[N:11][N:10]3[CH:12]=2)=[O:17])[CH2:20][CH2:19]1. The yield is 0.470. (3) The reactants are Br[C:2]1[CH:19]=[CH:18][C:17]([Cl:20])=[CH:16][C:3]=1[O:4][CH2:5][CH2:6][N:7]1[CH:11]=[N:10][C:9]([C:12]([O:14][CH3:15])=[O:13])=[N:8]1.C(#N)C.C(=O)([O-])[O-].[Cs+].[Cs+]. The catalyst is [Cl-].C([N+](CC)(CC)CC)C.C([O-])(=O)C.[Pd+2].C([O-])(=O)C.[Cu]I. The product is [CH3:15][O:14][C:12]([C:9]1[N:10]=[C:11]2[N:7]([CH2:6][CH2:5][O:4][C:3]3[CH:16]=[C:17]([Cl:20])[CH:18]=[CH:19][C:2]=32)[N:8]=1)=[O:13]. The yield is 0.150. (4) The reactants are [CH3:1][Si](C=[N+]=[N-])(C)C.[CH3:8][N:9]1[CH:13]=[C:12]([C:14]([OH:16])=[O:15])[CH:11]=[N:10]1. The catalyst is CO. The product is [CH3:8][N:9]1[CH:13]=[C:12]([C:14]([O:16][CH3:1])=[O:15])[CH:11]=[N:10]1. The yield is 0.760. (5) The reactants are [NH2:1][C:2]1[S:3][CH:4]=[C:5]([CH2:7][C:8]([NH:10][C:11]2[CH:37]=[CH:36][C:14]([CH2:15][C@H:16]3[CH2:20][CH2:19][C@H:18]([C@H:21]([OH:28])[C:22]4[CH:27]=[CH:26][CH:25]=[CH:24][CH:23]=4)[N:17]3C(OC(C)(C)C)=O)=[CH:13][C:12]=2[Br:38])=[O:9])[N:6]=1.C(O)(C(F)(F)F)=O.C1(C)C=CC=CC=1. The catalyst is C(Cl)Cl.C(#N)C.O.CO. The product is [NH2:1][C:2]1[S:3][CH:4]=[C:5]([CH2:7][C:8]([NH:10][C:11]2[CH:37]=[CH:36][C:14]([CH2:15][C@H:16]3[CH2:20][CH2:19][C@H:18]([C@H:21]([OH:28])[C:22]4[CH:23]=[CH:24][CH:25]=[CH:26][CH:27]=4)[NH:17]3)=[CH:13][C:12]=2[Br:38])=[O:9])[N:6]=1. The yield is 0.900. (6) The reactants are [Cl:1][C:2]1[C:3]([O:12][C:13]2[CH:18]=[C:17]([O:19][CH2:20][CH2:21][C:22]3([CH3:27])OCC[O:23]3)[CH:16]=[CH:15][C:14]=2/[CH:28]=[CH:29]/[C:30]([NH:32][S:33]([CH2:36][CH2:37][CH2:38][CH2:39][CH3:40])(=[O:35])=[O:34])=[O:31])=[N:4][CH:5]=[C:6]([C:8]([F:11])([F:10])[F:9])[CH:7]=1.Cl. The catalyst is O1CCCC1. The product is [Cl:1][C:2]1[C:3]([O:12][C:13]2[CH:18]=[C:17]([O:19][CH2:20][CH2:21][C:22](=[O:23])[CH3:27])[CH:16]=[CH:15][C:14]=2/[CH:28]=[CH:29]/[C:30]([NH:32][S:33]([CH2:36][CH2:37][CH2:38][CH2:39][CH3:40])(=[O:34])=[O:35])=[O:31])=[N:4][CH:5]=[C:6]([C:8]([F:10])([F:9])[F:11])[CH:7]=1. The yield is 0.600.